This data is from Peptide-MHC class I binding affinity with 185,985 pairs from IEDB/IMGT. The task is: Regression. Given a peptide amino acid sequence and an MHC pseudo amino acid sequence, predict their binding affinity value. This is MHC class I binding data. (1) The MHC is HLA-A31:01 with pseudo-sequence HLA-A31:01. The peptide sequence is GRYFAIQEV. The binding affinity (normalized) is 0.363. (2) The peptide sequence is DRFFKTLRA. The MHC is HLA-A24:02 with pseudo-sequence HLA-A24:02. The binding affinity (normalized) is 0. (3) The peptide sequence is SHVSLVQLTL. The MHC is Mamu-A07 with pseudo-sequence Mamu-A07. The binding affinity (normalized) is 0.652. (4) The peptide sequence is DFDNLIGVR. The MHC is HLA-A03:01 with pseudo-sequence HLA-A03:01. The binding affinity (normalized) is 0. (5) The peptide sequence is PSGDLRQRL. The MHC is Mamu-B03 with pseudo-sequence Mamu-B03. The binding affinity (normalized) is 0. (6) The peptide sequence is GIIITVGMLI. The MHC is HLA-A02:06 with pseudo-sequence HLA-A02:06. The binding affinity (normalized) is 0.350. (7) The peptide sequence is ASLPTTIAK. The MHC is HLA-A30:01 with pseudo-sequence HLA-A30:01. The binding affinity (normalized) is 0.751.